From a dataset of Forward reaction prediction with 1.9M reactions from USPTO patents (1976-2016). Predict the product of the given reaction. Given the reactants [Br:1][C:2]1[CH:7]=[CH:6][N:5]2[N:8]=[C:9]([NH2:11])[N:10]=[C:4]2[CH:3]=1.C(N(C(C)C)CC)(C)C.[C:21](OC(=O)C)(=[O:23])[CH3:22], predict the reaction product. The product is: [Br:1][C:2]1[CH:7]=[CH:6][N:5]2[N:8]=[C:9]([NH:11][C:21](=[O:23])[CH3:22])[N:10]=[C:4]2[CH:3]=1.